Dataset: Reaction yield outcomes from USPTO patents with 853,638 reactions. Task: Predict the reaction yield, written as a fraction of the theoretical maximum amount of product (1.0 means a 100% yield; for example, 0.34 means a 34% yield). (1) The reactants are [S:1]([N:11]1[C:15]2[N:16]=[CH:17][C:18]3[N:19]([C:20]([C@@H:23]4[CH2:27][CH2:26][C@H:25]([N:28]5[CH:32]=[CH:31][C:30]([CH:33]=O)=[CH:29]5)[CH2:24]4)=[N:21][N:22]=3)[C:14]=2[CH:13]=[CH:12]1)([C:4]1[CH:10]=[CH:9][C:7]([CH3:8])=[CH:6][CH:5]=1)(=[O:3])=[O:2].II.[NH4+:37].[OH-]. The catalyst is C1COCC1.[O-]S([O-])=O.[Na+].[Na+].CCOC(C)=O. The product is [S:1]([N:11]1[C:15]2[N:16]=[CH:17][C:18]3[N:19]([C:20]([C@@H:23]4[CH2:27][CH2:26][C@H:25]([N:28]5[CH:32]=[CH:31][C:30]([C:33]#[N:37])=[CH:29]5)[CH2:24]4)=[N:21][N:22]=3)[C:14]=2[CH:13]=[CH:12]1)([C:4]1[CH:10]=[CH:9][C:7]([CH3:8])=[CH:6][CH:5]=1)(=[O:3])=[O:2]. The yield is 1.00. (2) The product is [Cl:35][C:29]1[CH:30]=[CH:31][C:32]([Cl:34])=[CH:33][C:28]=1[C:27]([NH:26][CH2:25][C:24]([NH:23][C@H:18]([B:17]1[O:3][C@@H:2]([CH:4]2[CH2:9][CH2:8][CH2:7][CH2:6][CH2:5]2)[C:1](=[O:11])[O:10]1)[CH2:19][CH:20]([CH3:22])[CH3:21])=[O:37])=[O:36]. The catalyst is CCOC(C)=O. The reactants are [C:1]([OH:11])(=[O:10])[C@H:2]([CH:4]1[CH2:9][CH2:8][CH2:7][CH2:6][CH2:5]1)[OH:3].O1[B:17]([C@@H:18]([NH:23][C:24](=[O:37])[CH2:25][NH:26][C:27](=[O:36])[C:28]2[CH:33]=[C:32]([Cl:34])[CH:31]=[CH:30][C:29]=2[Cl:35])[CH2:19][CH:20]([CH3:22])[CH3:21])O[B:17]([C@@H:18]([NH:23][C:24](=[O:37])[CH2:25][NH:26][C:27](=[O:36])[C:28]2[CH:33]=[C:32]([Cl:34])[CH:31]=[CH:30][C:29]=2[Cl:35])[CH2:19][CH:20]([CH3:22])[CH3:21])O[B:17]1[C@@H:18]([NH:23][C:24](=[O:37])[CH2:25][NH:26][C:27](=[O:36])[C:28]1[CH:33]=[C:32]([Cl:34])[CH:31]=[CH:30][C:29]=1[Cl:35])[CH2:19][CH:20]([CH3:22])[CH3:21]. The yield is 0.930. (3) The reactants are Br[C:2]1[N:6]([S:7]([C:10]2[CH:15]=[CH:14][C:13]([CH3:16])=[CH:12][CH:11]=2)(=[O:9])=[O:8])[CH:5]=[C:4]([C:17]([O:19][CH2:20][CH3:21])=[O:18])[C:3]=1[CH3:22].[C:23]1(B(O)O)[CH:28]=[CH:27][CH:26]=[CH:25][CH:24]=1.C(=O)([O-])[O-].[Na+].[Na+]. The catalyst is COCCOC.C1C=CC([P]([Pd]([P](C2C=CC=CC=2)(C2C=CC=CC=2)C2C=CC=CC=2)([P](C2C=CC=CC=2)(C2C=CC=CC=2)C2C=CC=CC=2)[P](C2C=CC=CC=2)(C2C=CC=CC=2)C2C=CC=CC=2)(C2C=CC=CC=2)C2C=CC=CC=2)=CC=1. The product is [CH3:22][C:3]1[C:4]([C:17]([O:19][CH2:20][CH3:21])=[O:18])=[CH:5][N:6]([S:7]([C:10]2[CH:15]=[CH:14][C:13]([CH3:16])=[CH:12][CH:11]=2)(=[O:9])=[O:8])[C:2]=1[C:23]1[CH:28]=[CH:27][CH:26]=[CH:25][CH:24]=1. The yield is 0.420. (4) The reactants are [C:1]([N:5]=[C:6]=[O:7])([CH3:4])([CH3:3])[CH3:2].Cl.[Br:9][C:10]1[CH:17]=[CH:16][CH:15]=[CH:14][C:11]=1[CH2:12][NH2:13].C(N(C(C)C)CC)(C)C.[C:27](Cl)(=[O:32])[CH2:28][C:29](Cl)=[O:30]. The catalyst is C(Cl)(Cl)Cl. The product is [Br:9][C:10]1[CH:17]=[CH:16][CH:15]=[CH:14][C:11]=1[CH2:12][N:13]1[C:29](=[O:30])[CH2:28][C:27](=[O:32])[N:5]([C:1]([CH3:4])([CH3:3])[CH3:2])[C:6]1=[O:7]. The yield is 0.280.